From a dataset of Full USPTO retrosynthesis dataset with 1.9M reactions from patents (1976-2016). Predict the reactants needed to synthesize the given product. (1) The reactants are: O[CH2:2][C:3]1[CH:8]=[CH:7][C:6]([OH:9])=[CH:5][CH:4]=1.Br[CH2:11][C:12]([O:14][C:15]([CH3:18])([CH3:17])[CH3:16])=[O:13].C(=O)([O-])[O-].[K+].[K+].[N-:25]=[N+:26]=[N-:27].[Na+]. Given the product [C:15]([O:14][C:12](=[O:13])[CH2:11][O:9][C:6]1[CH:7]=[CH:8][C:3]([CH2:2][N:25]=[N+:26]=[N-:27])=[CH:4][CH:5]=1)([CH3:18])([CH3:17])[CH3:16], predict the reactants needed to synthesize it. (2) Given the product [CH:19]([C:16]1[CH:17]=[C:18]2[C:13](=[CH:14][CH:15]=1)[NH:12][C:11]([C:21]([NH2:23])=[O:22])=[C:10]2[S:7]([N:1]1[CH2:2][CH2:3][O:4][CH2:5][CH2:6]1)(=[O:8])=[O:9])=[O:25], predict the reactants needed to synthesize it. The reactants are: [N:1]1([S:7]([C:10]2[C:18]3[C:13](=[CH:14][CH:15]=[C:16]([CH:19]=C)[CH:17]=3)[NH:12][C:11]=2[C:21]([NH2:23])=[O:22])(=[O:9])=[O:8])[CH2:6][CH2:5][O:4][CH2:3][CH2:2]1.I([O-])(=O)(=O)=[O:25].[Na+].O.C([O-])(O)=O.[Na+]. (3) Given the product [CH3:13][O:12][C:9]1[CH:10]=[CH:11][C:6]2[NH:5][C:3](=[O:4])[CH2:2][O:14][C:7]=2[CH:8]=1, predict the reactants needed to synthesize it. The reactants are: Cl[CH2:2][C:3]([NH:5][C:6]1[CH:11]=[CH:10][C:9]([O:12][CH3:13])=[CH:8][C:7]=1[OH:14])=[O:4].C(=O)([O-])[O-].[K+].[K+]. (4) Given the product [C:1]([O:5][C:6]([N:8]1[CH2:9][CH2:10][N:11]([C:14]2[CH:19]=[CH:18][CH:17]=[CH:16][C:15]=2[O:20][CH2:22][CH2:23][N:24]2[CH2:28][CH2:27][CH2:26][CH2:25]2)[CH2:12][CH2:13]1)=[O:7])([CH3:4])([CH3:2])[CH3:3], predict the reactants needed to synthesize it. The reactants are: [C:1]([O:5][C:6]([N:8]1[CH2:13][CH2:12][N:11]([C:14]2[CH:19]=[CH:18][CH:17]=[CH:16][C:15]=2[OH:20])[CH2:10][CH2:9]1)=[O:7])([CH3:4])([CH3:3])[CH3:2].O[CH2:22][CH2:23][N:24]1[CH2:28][CH2:27][CH2:26][CH2:25]1. (5) Given the product [CH2:1]([N:8]([CH2:16][CH:17]=[O:18])[C:9]([CH2:11][O:12][C:13](=[O:15])[CH3:14])=[O:10])[C:2]1[CH:3]=[CH:4][CH:5]=[CH:6][CH:7]=1, predict the reactants needed to synthesize it. The reactants are: [CH2:1]([N:8]([CH2:16][CH2:17][OH:18])[C:9]([CH2:11][O:12][C:13](=[O:15])[CH3:14])=[O:10])[C:2]1[CH:7]=[CH:6][CH:5]=[CH:4][CH:3]=1.CS(C)=O.C(N(CC)C(C)C)(C)C.N1C=CC=CC=1. (6) The reactants are: [C:1]1([C:36]2[CH:41]=[CH:40][CH:39]=[CH:38][CH:37]=2)[CH:6]=[CH:5][C:4]([C:7]([N:9]2[CH2:14][CH2:13][N:12]([C:15]3[C:16]4[CH:33]=[C:32]([CH2:34][CH3:35])[S:31][C:17]=4[N:18]=[C:19]([NH:21][CH2:22][CH2:23][CH:24](OCC)[O:25]CC)[N:20]=3)[CH2:11][CH2:10]2)=[O:8])=[CH:3][CH:2]=1.O.Cl. Given the product [C:1]1([C:36]2[CH:37]=[CH:38][CH:39]=[CH:40][CH:41]=2)[CH:6]=[CH:5][C:4]([C:7]([N:9]2[CH2:14][CH2:13][N:12]([C:15]3[C:16]4[CH:33]=[C:32]([CH2:34][CH3:35])[S:31][C:17]=4[N:18]=[C:19]([NH:21][CH2:22][CH2:23][CH:24]=[O:25])[N:20]=3)[CH2:11][CH2:10]2)=[O:8])=[CH:3][CH:2]=1, predict the reactants needed to synthesize it. (7) Given the product [OH2:5].[C:16]1([CH3:15])[CH:17]=[CH:18][C:19]([S:25]([OH:28])(=[O:26])=[O:24])=[CH:20][CH:29]=1, predict the reactants needed to synthesize it. The reactants are: C([O:5]C(NC1CCN([CH2:15][C:16]2N=[C:20](Br)[CH:19]=[CH:18][CH:17]=2)CC1)=O)(C)(C)C.N.[OH:24][S:25]([OH:28])(=O)=[O:26].[CH2:29](O)CO. (8) Given the product [Br:23][C:24]1[C:25]([O:32][C:33]2[CH:38]=[CH:37][N:36]=[C:35]([C:39]3[CH:40]=[N:41][N:42]([CH3:44])[CH:43]=3)[CH:34]=2)=[CH:26][C:27]([F:31])=[C:28]([NH:29][C:19]([N:9]2[CH2:10][CH2:11][N:7]([CH:4]3[CH2:3][CH2:2][O:1][CH2:6][CH2:5]3)[C:8]2=[O:12])=[O:20])[CH:30]=1, predict the reactants needed to synthesize it. The reactants are: [O:1]1[CH2:6][CH2:5][CH:4]([N:7]2[CH2:11][CH2:10][NH:9][C:8]2=[O:12])[CH2:3][CH2:2]1.N1C=CC=CC=1.[C:19](Cl)(Cl)=[O:20].[Br:23][C:24]1[C:25]([O:32][C:33]2[CH:38]=[CH:37][N:36]=[C:35]([C:39]3[CH:40]=[N:41][N:42]([CH3:44])[CH:43]=3)[CH:34]=2)=[CH:26][C:27]([F:31])=[C:28]([CH:30]=1)[NH2:29]. (9) Given the product [CH3:42][O:41][C:38]1[CH:39]=[CH:40][C:35]([CH:34]2[O:7][CH:6]([C:5]([NH:4][CH2:3][CH2:2][C:1]([OH:15])=[O:14])=[O:13])[C:8]([CH3:10])([CH3:9])[CH2:11][O:12]2)=[CH:36][CH:37]=1, predict the reactants needed to synthesize it. The reactants are: [C:1]([OH:15])(=[O:14])[CH2:2][CH2:3][NH:4][C:5](=[O:13])[C@@H:6]([C:8]([CH2:11][OH:12])([CH3:10])[CH3:9])[OH:7].C12(CS(O)(=O)=O)C(C)(C)C(CC1)CC2=O.COO[CH:34](OOC)[C:35]1[CH:40]=[CH:39][C:38]([O:41][CH3:42])=[CH:37][CH:36]=1.[Na+].[Cl-]. (10) Given the product [CH:26]1[C:21]2[N:50]([C:35]3[S:36][C:37]4[C:38]([N:34]=3)=[CH:39][C:40]3[O:41][C:42]5[C:47]([C:48]=3[CH:49]=4)=[CH:46][CH:45]=[CH:44][CH:43]=5)[C:32]3[C:27](=[CH:28][CH:29]=[CH:30][CH:31]=3)[C:22]=2[CH:23]=[CH:24][CH:25]=1, predict the reactants needed to synthesize it. The reactants are: P(C(C)(C)C)(C(C)(C)C)C(C)(C)C.CC(C)([O-])C.[Na+].Br[C:21]1(Br)[CH2:26][CH:25]=[CH:24][CH:23]=[C:22]1[C:27]1[CH:32]=[CH:31][CH:30]=[CH:29][CH:28]=1.[N:34]1[C:38]2=[CH:39][C:40]3[O:41][C:42]4[C:47]([C:48]=3[CH:49]=[C:37]2[S:36][C:35]=1[NH2:50])=[CH:46][CH:45]=[CH:44][CH:43]=4.